This data is from Catalyst prediction with 721,799 reactions and 888 catalyst types from USPTO. The task is: Predict which catalyst facilitates the given reaction. Reactant: C(OC([N:8]1[CH2:13][CH2:12][CH:11]([C:14](=[O:34])[NH:15][C:16]2[CH:21]=[CH:20][CH:19]=[CH:18][C:17]=2[O:22][C:23]2[CH:28]=[CH:27][C:26]([O:29][C:30]([F:33])([F:32])[F:31])=[CH:25][CH:24]=2)[CH2:10][CH2:9]1)=O)(C)(C)C.C(O)(C(F)(F)F)=O.C(=O)([O-])[O-].[K+].[K+].O. Product: [F:32][C:30]([F:31])([F:33])[O:29][C:26]1[CH:25]=[CH:24][C:23]([O:22][C:17]2[CH:18]=[CH:19][CH:20]=[CH:21][C:16]=2[NH:15][C:14]([CH:11]2[CH2:12][CH2:13][NH:8][CH2:9][CH2:10]2)=[O:34])=[CH:28][CH:27]=1. The catalyst class is: 2.